This data is from Reaction yield outcomes from USPTO patents with 853,638 reactions. The task is: Predict the reaction yield, written as a fraction of the theoretical maximum amount of product (1.0 means a 100% yield; for example, 0.34 means a 34% yield). (1) The reactants are Cl.[NH2:2][C:3]1([C:6]([NH:8][C@H:9]([B:14]2[O:18][C@@H:17]3[CH2:19][C@@H:20]4[CH2:23][C@H:22]([C@:16]3([CH3:26])[O:15]2)[C:21]4([CH3:25])[CH3:24])[CH2:10][CH:11]([CH3:13])[CH3:12])=[O:7])[CH2:5][CH2:4]1.[C:27](OC(=O)C)(=[O:29])[CH3:28].CCN(C(C)C)C(C)C. The catalyst is CN(C=O)C.O. The product is [C:27]([NH:2][C:3]1([C:6]([NH:8][C@H:9]([B:14]2[O:18][C@@H:17]3[CH2:19][C@@H:20]4[CH2:23][C@H:22]([C@:16]3([CH3:26])[O:15]2)[C:21]4([CH3:24])[CH3:25])[CH2:10][CH:11]([CH3:13])[CH3:12])=[O:7])[CH2:5][CH2:4]1)(=[O:29])[CH3:28]. The yield is 0.930. (2) The reactants are [C:1]([O:4][CH:5]1[C:9]2=[N:10][CH:11]=[C:12]([NH2:29])[C:13]([N:14]3[CH2:19][C@H:18]([CH3:20])[CH2:17][C@H:16]([NH:21][C:22]([O:24][C:25]([CH3:28])([CH3:27])[CH3:26])=[O:23])[CH2:15]3)=[C:8]2[CH2:7][CH2:6]1)(=[O:3])[CH3:2].[C:30]([O:34][C:35]([NH:37][C:38]1[S:42][C:41]([C:43]2[C:48]([F:49])=[CH:47][CH:46]=[C:45]([O:50][CH3:51])[C:44]=2[F:52])=[N:40][C:39]=1[C:53](O)=[O:54])=[O:36])([CH3:33])([CH3:32])[CH3:31].CN(C(ON1N=NC2C=CC=NC1=2)=[N+](C)C)C.F[P-](F)(F)(F)(F)F.CCN(C(C)C)C(C)C. The catalyst is CN(C=O)C.CO. The product is [C:1]([O:4][CH:5]1[C:9]2=[N:10][CH:11]=[C:12]([NH:29][C:53]([C:39]3[N:40]=[C:41]([C:43]4[C:48]([F:49])=[CH:47][CH:46]=[C:45]([O:50][CH3:51])[C:44]=4[F:52])[S:42][C:38]=3[NH:37][C:35]([O:34][C:30]([CH3:33])([CH3:32])[CH3:31])=[O:36])=[O:54])[C:13]([N:14]3[CH2:19][C@H:18]([CH3:20])[CH2:17][C@H:16]([NH:21][C:22]([O:24][C:25]([CH3:28])([CH3:27])[CH3:26])=[O:23])[CH2:15]3)=[C:8]2[CH2:7][CH2:6]1)(=[O:3])[CH3:2]. The yield is 0.290. (3) The reactants are [CH2:1]([O:3][C:4](=[O:27])[CH2:5][C:6]1([CH2:24][CH2:25][CH3:26])[C:11]2[NH:12][C:13]3[C:18]([C:10]=2[CH2:9][CH2:8][O:7]1)=[C:17]([C:19]#[N:20])[CH:16]=[C:15]([CH2:21][OH:22])[C:14]=3[CH3:23])[CH3:2].[H-].[Na+].[Cl:30][C:31]([Cl:35])([Cl:34])[C:32]#[N:33]. The catalyst is C(Cl)Cl.[H-].[Na+]. The product is [CH2:1]([O:3][C:4](=[O:27])[CH2:5][C:6]1([CH2:24][CH2:25][CH3:26])[C:11]2[NH:12][C:13]3[C:18]([C:10]=2[CH2:9][CH2:8][O:7]1)=[C:17]([C:19]#[N:20])[CH:16]=[C:15]([CH2:21][O:22][C:32](=[NH:33])[C:31]([Cl:35])([Cl:34])[Cl:30])[C:14]=3[CH3:23])[CH3:2]. The yield is 1.09. (4) The reactants are [F:1][C:2]1[CH:3]=[C:4]2[C:8](=[CH:9][CH:10]=1)[N:7]([CH3:11])[CH:6]=[C:5]2[CH2:12][NH:13][CH3:14].CNCC1C2C=CC=CC=2N2CCCC=12.[NH2:30][C:31]1[N:36]=[CH:35][C:34](/[CH:37]=[CH:38]/[C:39]([OH:41])=O)=[CH:33][CH:32]=1.Cl.O=C1NC2N=CC(/C=C/C(O)=O)=CC=2CC1. No catalyst specified. The product is [NH2:30][C:31]1[N:36]=[CH:35][C:34](/[CH:37]=[CH:38]/[C:39]([N:13]([CH2:12][C:5]2[C:4]3[C:8](=[CH:9][CH:10]=[C:2]([F:1])[CH:3]=3)[N:7]([CH3:11])[CH:6]=2)[CH3:14])=[O:41])=[CH:33][CH:32]=1. The yield is 0.410. (5) The reactants are C([O:3][C:4](=[O:25])[C:5]1[CH:10]=[CH:9][C:8]([O:11][CH2:12][CH2:13][CH2:14][N:15]2[CH2:20][CH2:19][N:18]([CH:21]3[CH2:23][CH2:22]3)[CH2:17][CH2:16]2)=[C:7]([F:24])[CH:6]=1)C.[OH-].[Na+]. The catalyst is O1CCOCC1. The product is [CH:21]1([N:18]2[CH2:17][CH2:16][N:15]([CH2:14][CH2:13][CH2:12][O:11][C:8]3[CH:9]=[CH:10][C:5]([C:4]([OH:25])=[O:3])=[CH:6][C:7]=3[F:24])[CH2:20][CH2:19]2)[CH2:23][CH2:22]1. The yield is 1.00. (6) The reactants are [CH3:1][O:2][C:3]1[C:8]([O:9][CH3:10])=[C:7]([O:11][CH3:12])[CH:6]=[C:5]([CH3:13])[C:4]=1[CH:14]([C:16]1[C:17]([F:24])=[N:18][CH:19]=[C:20]([CH3:23])[C:21]=1[I:22])[OH:15]. The catalyst is C1(C)C=CC=CC=1.[O-2].[O-2].[Mn+4]. The product is [CH3:1][O:2][C:3]1[C:8]([O:9][CH3:10])=[C:7]([O:11][CH3:12])[CH:6]=[C:5]([CH3:13])[C:4]=1[C:14]([C:16]1[C:17]([F:24])=[N:18][CH:19]=[C:20]([CH3:23])[C:21]=1[I:22])=[O:15]. The yield is 0.650.